This data is from Full USPTO retrosynthesis dataset with 1.9M reactions from patents (1976-2016). The task is: Predict the reactants needed to synthesize the given product. (1) Given the product [Br:28][C:29]1[CH:30]=[C:31]([CH:39]([CH2:43][CH:44]2[CH2:48][CH2:47][CH2:46][CH2:45]2)[C:40]([NH:49][C:50]2[S:51][CH:52]=[CH:53][N:54]=2)=[O:42])[CH:32]=[CH:33][C:34]=1[S:35]([CH3:38])(=[O:36])=[O:37], predict the reactants needed to synthesize it. The reactants are: C1(P(C2C=CC=CC=2)C2C=CC=CC=2)C=CC=CC=1.BrN1C(=O)CCC1=O.[Br:28][C:29]1[CH:30]=[C:31]([CH:39]([CH2:43][CH:44]2[CH2:48][CH2:47][CH2:46][CH2:45]2)[C:40]([OH:42])=O)[CH:32]=[CH:33][C:34]=1[S:35]([CH3:38])(=[O:37])=[O:36].[NH2:49][C:50]1[S:51][CH:52]=[CH:53][N:54]=1. (2) Given the product [F:23][C:24]1[CH:29]=[CH:28][C:27]([F:30])=[CH:26][C:25]=1/[CH:31]=[CH:32]/[CH2:33][NH:1][CH:2]1[CH2:7][CH2:6][N:5]([CH2:8][CH2:9][N:10]2[C:15]3[CH:16]=[C:17]([C:20]#[N:21])[CH:18]=[CH:19][C:14]=3[O:13][CH2:12][C:11]2=[O:22])[CH2:4][CH2:3]1, predict the reactants needed to synthesize it. The reactants are: [NH2:1][CH:2]1[CH2:7][CH2:6][N:5]([CH2:8][CH2:9][N:10]2[C:15]3[CH:16]=[C:17]([C:20]#[N:21])[CH:18]=[CH:19][C:14]=3[O:13][CH2:12][C:11]2=[O:22])[CH2:4][CH2:3]1.[F:23][C:24]1[CH:29]=[CH:28][C:27]([F:30])=[CH:26][C:25]=1/[CH:31]=[CH:32]/[CH:33]=O.C([BH3-])#N.[Na+]. (3) Given the product [CH3:1][C:2]1([CH3:9])[CH2:3][O:4][C:5](=[O:6])[CH:7]1[O:8][C:15]1[CH:22]=[CH:21][C:18]([C:19]#[N:20])=[C:17]([C:23]([F:24])([F:26])[F:25])[CH:16]=1, predict the reactants needed to synthesize it. The reactants are: [CH3:1][C:2]1([CH3:9])[C@@H:7]([OH:8])[C:5](=[O:6])[O:4][CH2:3]1.[H-].[Na+].[H][H].F[C:15]1[CH:22]=[CH:21][C:18]([C:19]#[N:20])=[C:17]([C:23]([F:26])([F:25])[F:24])[CH:16]=1.[Cl-].[NH4+]. (4) Given the product [CH3:8][C@H:6]1[O:7][C@@H:2]([CH3:1])[CH2:3][N:4]([C:9]2[N:10]=[CH:11][C:12]([C:27]3[CH:32]=[CH:31][CH:30]=[CH:29][N:28]=3)=[CH:13][C:14]=2[CH:15]=[O:16])[CH2:5]1, predict the reactants needed to synthesize it. The reactants are: [CH3:1][C@@H:2]1[O:7][C@H:6]([CH3:8])[CH2:5][N:4]([C:9]2[C:14]([CH:15]=[O:16])=[CH:13][C:12](B3OC(C)(C)C(C)(C)O3)=[CH:11][N:10]=2)[CH2:3]1.Br[C:27]1[CH:32]=[CH:31][CH:30]=[CH:29][N:28]=1. (5) Given the product [CH3:36][O:35][C:28]1[CH:29]=[C:30]([O:33][CH3:34])[CH:31]=[CH:32][C:27]=1[CH2:26][N:25]([CH2:24][C:23]1[CH:37]=[CH:38][C:39]([O:41][CH3:42])=[CH:40][C:22]=1[O:21][CH3:20])[CH:8]1[CH2:7][CH2:6][N:5]([C:10]([O:12][CH2:13][C:14]2[CH:19]=[CH:18][CH:17]=[CH:16][CH:15]=2)=[O:11])[CH2:4][CH:3]1[OH:9], predict the reactants needed to synthesize it. The reactants are: [Br-].[Li+].[CH:3]12[O:9][CH:8]1[CH2:7][CH2:6][N:5]([C:10]([O:12][CH2:13][C:14]1[CH:19]=[CH:18][CH:17]=[CH:16][CH:15]=1)=[O:11])[CH2:4]2.[CH3:20][O:21][C:22]1[CH:40]=[C:39]([O:41][CH3:42])[CH:38]=[CH:37][C:23]=1[CH2:24][NH:25][CH2:26][C:27]1[CH:32]=[CH:31][C:30]([O:33][CH3:34])=[CH:29][C:28]=1[O:35][CH3:36].